Predict the reactants needed to synthesize the given product. From a dataset of Full USPTO retrosynthesis dataset with 1.9M reactions from patents (1976-2016). Given the product [F:43][C:2]([F:42])([F:1])[C@H:3]([N:29]1[CH2:33][CH2:32][C@H:31]([NH:34][C:35](=[O:41])[O:36][C:37]([CH3:40])([CH3:38])[CH3:39])[CH2:30]1)[C:4]1[CH:9]=[CH:8][C:7]2[N:6]([C:12]([C:13]3[CH:22]=[CH:21][C:20]4[C:15](=[C:16]([CH3:28])[C:17]([O:23][CH2:24][CH2:25][O:26][CH3:27])=[CH:18][CH:19]=4)[N:14]=3)=[N:11][N:10]=2)[CH:5]=1, predict the reactants needed to synthesize it. The reactants are: [F:1][C:2]([F:43])([F:42])[C@H:3]([N:29]1[CH2:33][CH2:32][C@H:31]([NH:34][C:35](=[O:41])[O:36][C:37]([CH3:40])([CH3:39])[CH3:38])[CH2:30]1)[C:4]1[CH:5]=[N:6][C:7]([NH:10]/[N:11]=[CH:12]/[C:13]2[CH:22]=[CH:21][C:20]3[C:15](=[C:16]([CH3:28])[C:17]([O:23][CH2:24][CH2:25][O:26][CH3:27])=[CH:18][CH:19]=3)[N:14]=2)=[CH:8][CH:9]=1.C(O)(=O)C.C(O)(=O)C.I(C1C=CC=CC=1)=O.